Dataset: Catalyst prediction with 721,799 reactions and 888 catalyst types from USPTO. Task: Predict which catalyst facilitates the given reaction. Reactant: [C:1]([O:5][CH3:6])(=[O:4])[CH2:2][SH:3].CC(C)([O-])C.[Na+].C([O:15][C:16](=O)[C:17]1[CH:22]=[CH:21][C:20]([C:23]2[CH:28]=[CH:27][CH:26]=[CH:25][CH:24]=2)=[N:19][C:18]=1Cl)C.Br[CH2:32][C:33]([O:35][CH2:36][CH3:37])=[O:34].Cl. Product: [CH3:6][O:5][C:1]([C:2]1[S:3][C:18]2=[N:19][C:20]([C:23]3[CH:28]=[CH:27][CH:26]=[CH:25][CH:24]=3)=[CH:21][CH:22]=[C:17]2[C:16]=1[O:15][CH2:32][C:33]([O:35][CH2:36][CH3:37])=[O:34])=[O:4]. The catalyst class is: 136.